This data is from Catalyst prediction with 721,799 reactions and 888 catalyst types from USPTO. The task is: Predict which catalyst facilitates the given reaction. (1) Reactant: Cl[C:2]([C:4]1[CH:13]=[CH:12][C:7]([C:8]([O:10][CH3:11])=[O:9])=[CH:6][CH:5]=1)=[O:3].[F:14][C:15]1[CH:21]=[CH:20][CH:19]=[C:18]([F:22])[C:16]=1[NH2:17].C[Si]([N-][Si](C)(C)C)(C)C.[Na+]. Product: [F:14][C:15]1[CH:21]=[CH:20][CH:19]=[C:18]([F:22])[C:16]=1[NH:17][C:2]([C:4]1[CH:13]=[CH:12][C:7]([C:8]([O:10][CH3:11])=[O:9])=[CH:6][CH:5]=1)=[O:3]. The catalyst class is: 2. (2) Reactant: [C:1]([O:5][C:6](=[O:16])[NH:7][C:8]1[CH:13]=[N:12][C:11]([CH2:14]Br)=[CH:10][N:9]=1)([CH3:4])([CH3:3])[CH3:2].[CH3:17][S-:18].[Na+]. Product: [C:1]([O:5][C:6](=[O:16])[NH:7][C:8]1[CH:13]=[N:12][C:11]([CH2:14][S:18][CH3:17])=[CH:10][N:9]=1)([CH3:4])([CH3:3])[CH3:2]. The catalyst class is: 21. (3) Reactant: [NH2:1][CH:2]([CH2:16][C:17]1[CH:22]=[CH:21][CH:20]=[C:19]([O:23][C:24]([F:29])([F:28])[CH:25]([F:27])[F:26])[CH:18]=1)[CH:3]([C:5]1[N:6]=[C:7]([C:10]2[CH:15]=[CH:14][CH:13]=[CH:12][CH:11]=2)[S:8][CH:9]=1)[OH:4].[F:30][C:31]1[C:40]2[C:35](=[CH:36][CH:37]=[CH:38][CH:39]=2)[C:34]([C:41](O)=[O:42])=[CH:33][CH:32]=1.O.ON1C2C=CC=CC=2N=N1.Cl.C(N=C=NCCCN(C)C)C. Product: [F:30][C:31]1[C:40]2[C:35](=[CH:36][CH:37]=[CH:38][CH:39]=2)[C:34]([C:41]([NH:1][CH:2]([CH2:16][C:17]2[CH:22]=[CH:21][CH:20]=[C:19]([O:23][C:24]([F:28])([F:29])[CH:25]([F:26])[F:27])[CH:18]=2)[CH:3]([OH:4])[C:5]2[N:6]=[C:7]([C:10]3[CH:15]=[CH:14][CH:13]=[CH:12][CH:11]=3)[S:8][CH:9]=2)=[O:42])=[CH:33][CH:32]=1. The catalyst class is: 42. (4) Reactant: [Br:1][C:2]1[CH:7]=[CH:6][C:5]([N:8]2[CH2:13][CH2:12][NH:11][CH2:10][CH2:9]2)=[C:4]([O:14][CH3:15])[CH:3]=1.[C:16](O)(=O)C.C=O.C([BH3-])#N.[Na+]. Product: [Br:1][C:2]1[CH:7]=[CH:6][C:5]([N:8]2[CH2:9][CH2:10][N:11]([CH3:16])[CH2:12][CH2:13]2)=[C:4]([O:14][CH3:15])[CH:3]=1. The catalyst class is: 5. (5) Reactant: N#N.[NH:3]1[C:7]2[CH:8]=[CH:9][CH:10]=[CH:11][C:6]=2[N:5]=[C:4]1[C@H:12]([NH:22][C:23]([NH:25][CH:26]1[CH2:31][CH2:30][NH:29][CH2:28][CH2:27]1)=[O:24])[CH2:13][C:14]1[CH:19]=[CH:18][C:17]([O:20][CH3:21])=[CH:16][CH:15]=1.CCN(C(C)C)C(C)C.Cl[C:42]([O:44][CH3:45])=[O:43]. Product: [NH:3]1[C:7]2[CH:8]=[CH:9][CH:10]=[CH:11][C:6]=2[N:5]=[C:4]1[C@H:12]([NH:22][C:23](=[O:24])[NH:25][CH:26]1[CH2:27][CH2:28][N:29]([C:42]([O:44][CH3:45])=[O:43])[CH2:30][CH2:31]1)[CH2:13][C:14]1[CH:15]=[CH:16][C:17]([O:20][CH3:21])=[CH:18][CH:19]=1. The catalyst class is: 2. (6) Reactant: [NH2:1][C:2]1[CH:7]=[CH:6][C:5]([C:8]2[C:16]3[C:11](=[N:12][CH:13]=[N:14][C:15]=3[NH2:17])[N:10]([C@H:18]3[CH2:23][CH2:22][C@H:21]([N:24]4[CH2:29][CH2:28][N:27]([CH3:30])[CH2:26][CH2:25]4)[CH2:20][CH2:19]3)[N:9]=2)=[CH:4][CH:3]=1.[CH3:31][O:32][C:33]1[C:38]([CH:39]=O)=[CH:37][CH:36]=[CH:35][N:34]=1.[C:41]([O:44][BH-]([O:44][C:41](=[O:43])[CH3:42])[O:44][C:41](=[O:43])[CH3:42])(=[O:43])[CH3:42].[Na+].[C:55]([OH:58])(=[O:57])[CH3:56]. Product: [C:41]([OH:44])(=[O:43])[CH3:42].[C:55]([OH:58])(=[O:57])[CH3:56].[CH3:31][O:32][C:33]1[C:38]([CH2:39][NH:1][C:2]2[CH:3]=[CH:4][C:5]([C:8]3[C:16]4[C:11](=[N:12][CH:13]=[N:14][C:15]=4[NH2:17])[N:10]([C@H:18]4[CH2:23][CH2:22][C@H:21]([N:24]5[CH2:25][CH2:26][N:27]([CH3:30])[CH2:28][CH2:29]5)[CH2:20][CH2:19]4)[N:9]=3)=[CH:6][CH:7]=2)=[CH:37][CH:36]=[CH:35][N:34]=1. The catalyst class is: 26. (7) Reactant: C([Cl:4])(=O)C.[CH3:5][O:6][C:7]1[CH:12]=[C:11]([O:13][CH3:14])[CH:10]=[CH:9][C:8]=1[C:15]1[N:20]([CH2:21][C:22]([NH:24][CH2:25][CH2:26][NH:27]C(=O)OC(C)(C)C)=[O:23])[C:19](=[S:35])[NH:18][C:17](=[O:36])[CH:16]=1. Product: [ClH:4].[NH2:27][CH2:26][CH2:25][NH:24][C:22](=[O:23])[CH2:21][N:20]1[C:15]([C:8]2[CH:9]=[CH:10][C:11]([O:13][CH3:14])=[CH:12][C:7]=2[O:6][CH3:5])=[CH:16][C:17](=[O:36])[NH:18][C:19]1=[S:35]. The catalyst class is: 8. (8) Reactant: [CH3:1][O:2][C:3]1[CH:29]=[C:28]([O:30][CH3:31])[CH:27]=[CH:26][C:4]=1[CH2:5][N:6]([C:21]1[S:25][N:24]=[CH:23][N:22]=1)[S:7]([C:10]1[C:19]([F:20])=[CH:18][C:13]2[NH:14][C:15](=[O:17])[O:16][C:12]=2[CH:11]=1)(=[O:9])=[O:8].C(P(CCCC)CCCC)CCC.CCOC(/N=N/C(OCC)=O)=O.[I:57][C:58]1[CH:63]=[CH:62][CH:61]=[CH:60][C:59]=1[C@@H:64](O)[CH3:65]. Product: [CH3:1][O:2][C:3]1[CH:29]=[C:28]([O:30][CH3:31])[CH:27]=[CH:26][C:4]=1[CH2:5][N:6]([C:21]1[S:25][N:24]=[CH:23][N:22]=1)[S:7]([C:10]1[C:19]([F:20])=[CH:18][C:13]2[N:14]([C@@H:64]([C:59]3[CH:60]=[CH:61][CH:62]=[CH:63][C:58]=3[I:57])[CH3:65])[C:15](=[O:17])[O:16][C:12]=2[CH:11]=1)(=[O:8])=[O:9]. The catalyst class is: 1. (9) Reactant: [C:1]([C:5]1[CH:9]=[C:8]([C:10]([O:12][CH2:13][CH3:14])=[O:11])[N:7]([CH2:15][C:16]([OH:18])=O)[N:6]=1)([CH3:4])([CH3:3])[CH3:2].C(Cl)CCl.C1C=CC2N(O)N=NC=2C=1.[NH:33]1[CH2:38][CH2:37][O:36][CH2:35][CH2:34]1.Cl. Product: [C:1]([C:5]1[CH:9]=[C:8]([C:10]([O:12][CH2:13][CH3:14])=[O:11])[N:7]([CH2:15][C:16]([N:33]2[CH2:38][CH2:37][O:36][CH2:35][CH2:34]2)=[O:18])[N:6]=1)([CH3:2])([CH3:3])[CH3:4]. The catalyst class is: 18.